This data is from Tox21: 12 toxicity assays (nuclear receptors and stress response pathways). The task is: Binary classification across 12 toxicity assays. (1) It tested positive (active) for: SR-p53 (p53 tumor suppressor activation). The compound is C#CCC(Cc1cnc2nc(N)nc(N)c2n1)c1ccc(C(=O)N[C@@H](CCC(=O)O)C(=O)O)cc1. (2) The molecule is Cc1ccc(N=Nc2c(O)ccc(N=Nc3ccc(S(=O)(=O)[O-])cc3)c2O)c(C)c1. It tested positive (active) for: NR-AhR (Aryl hydrocarbon Receptor agonist activity). (3) The drug is O=C(c1ccc(F)cc1)C1CCN(CCn2c(=S)[nH]c3ccccc3c2=O)CC1. It tested positive (active) for: SR-HSE (Heat Shock Element response). (4) The compound is Cc1cc(O)ccc1O. It tested positive (active) for: NR-AhR (Aryl hydrocarbon Receptor agonist activity), and SR-ARE (Antioxidant Response Element (oxidative stress)). (5) It tested positive (active) for: NR-AhR (Aryl hydrocarbon Receptor agonist activity), NR-ER (Estrogen Receptor agonist activity), SR-ARE (Antioxidant Response Element (oxidative stress)), and SR-ATAD5 (ATAD5 genotoxicity (DNA damage)). The compound is c1ccc(Nc2ccc3ccccc3c2)cc1. (6) The drug is Cc1[nH]nc2c1N=C(c1ccccc1Cl)c1cc([N+](=O)[O-])ccc1N2. It tested positive (active) for: NR-AhR (Aryl hydrocarbon Receptor agonist activity), NR-Aromatase (Aromatase enzyme inhibition), NR-ER-LBD (Estrogen Receptor Ligand Binding Domain agonist), SR-ARE (Antioxidant Response Element (oxidative stress)), SR-ATAD5 (ATAD5 genotoxicity (DNA damage)), and SR-p53 (p53 tumor suppressor activation). (7) The compound is Cc1c(N)nc(C(CC(N)=O)NCC(N)C(N)=O)nc1C(=O)NC(C(=O)NC(C)C(O)C(C)C(=O)NC(C(=O)NCCc1nc(-c2nc(C(=O)NCCCN[C@@H](C)c3ccccc3)cs2)cs1)C(C)O)C(O[C@@H]1O[C@@H](CO)[C@@H](O)[C@H](O)[C@@H]1O[C@H]1O[C@H](CO)[C@@H](O)[C@H](OC(N)=O)[C@@H]1O)c1c[nH]cn1. It tested positive (active) for: SR-p53 (p53 tumor suppressor activation).